This data is from Catalyst prediction with 721,799 reactions and 888 catalyst types from USPTO. The task is: Predict which catalyst facilitates the given reaction. (1) Reactant: C(OC([NH:8][C@H:9]([C:13](O)=[O:14])[CH:10]([CH3:12])[CH3:11])=O)(C)(C)C.C1CN([P+](ON2N=NC3C=CC=CC2=3)(N2CCCC2)N2CCCC2)CC1.F[P-](F)(F)(F)(F)F.C(N(CC)CC)C.[F:56][C:57]1[CH:62]=[CH:61][C:60]([F:63])=[CH:59][C:58]=1[C:64]1[CH2:68][NH:67][CH:66]([C:69]2[CH:74]=[CH:73][CH:72]=[CH:71][CH:70]=2)[CH:65]=1. Product: [F:56][C:57]1[CH:62]=[CH:61][C:60]([F:63])=[CH:59][C:58]=1[C:64]1[CH2:68][N:67]([C:13]([C@@H:9]([NH2:8])[CH:10]([CH3:12])[CH3:11])=[O:14])[CH:66]([C:69]2[CH:74]=[CH:73][CH:72]=[CH:71][CH:70]=2)[CH:65]=1. The catalyst class is: 3. (2) Reactant: [Cl:1][C:2]1[CH:3]=[C:4]([CH2:9][C:10]([N:12]2[CH:21]3[CH:16]([CH2:17][CH2:18][CH2:19][CH:20]3[N:22]3[CH2:26][CH2:25][CH2:24][CH2:23]3)[NH:15][CH2:14][CH2:13]2)=[O:11])[CH:5]=[CH:6][C:7]=1[Cl:8].[Cl-].C[O:29][C:30](=[O:35])[CH2:31][C:32](O)=[O:33]. Product: [Cl:1][C:2]1[CH:3]=[C:4]([CH2:9][C:10]([N:12]2[CH:21]3[CH:16]([CH2:17][CH2:18][CH2:19][CH:20]3[N:22]3[CH2:26][CH2:25][CH2:24][CH2:23]3)[N:15]([C:32](=[O:33])[CH2:31][C:30]([OH:35])=[O:29])[CH2:14][CH2:13]2)=[O:11])[CH:5]=[CH:6][C:7]=1[Cl:8]. The catalyst class is: 2. (3) Reactant: [O:1]1[C:5]2[CH:6]=[CH:7][CH:8]=[CH:9][C:4]=2[CH:3]=[C:2]1[C:10]1[N:14]2[N:15]=[C:16]([N:19]3[C@H:23]([CH2:24][O:25]C4CCCCO4)[CH2:22][CH2:21][C:20]3=[O:32])[CH:17]=[CH:18][C:13]2=[N:12][CH:11]=1.O.CC1C=CC(S(O)(=O)=O)=CC=1. Product: [O:1]1[C:5]2[CH:6]=[CH:7][CH:8]=[CH:9][C:4]=2[CH:3]=[C:2]1[C:10]1[N:14]2[N:15]=[C:16]([N:19]3[C@H:23]([CH2:24][OH:25])[CH2:22][CH2:21][C:20]3=[O:32])[CH:17]=[CH:18][C:13]2=[N:12][CH:11]=1. The catalyst class is: 5. (4) Reactant: C(O[C:4](=O)[C:5]1[CH:10]=[CH:9][C:8]([C:11]2[NH:29][C:14]3[N:15]=[CH:16][N:17]=[C:18]([NH:19][CH2:20][C:21]4[CH:22]=[N:23][C:24]([O:27][CH3:28])=[CH:25][CH:26]=4)[C:13]=3[CH:12]=2)=[CH:7][CH:6]=1)C.[H-].C([Al+]C[CH:38]([CH3:40])C)C(C)C.[NH4+:41].[Cl-].[O-]S([O-])(=O)=O.[Na+].[Na+]. Product: [CH3:28][O:27][C:24]1[N:23]=[CH:22][C:21]([CH2:20][NH:19][C:18]2[C:13]3[CH:12]=[C:11]([C:8]4[CH:9]=[CH:10][C:5]([CH2:4][N:41]5[CH2:21][CH2:20][N:19]([CH2:38][CH3:40])[CH2:18][CH2:13]5)=[CH:6][CH:7]=4)[NH:29][C:14]=3[N:15]=[CH:16][N:17]=2)=[CH:26][CH:25]=1. The catalyst class is: 249. (5) Reactant: [C:1]([O:5][C:6](=[O:23])[C:7]1[CH:12]=[C:11]([C:13]2[CH:18]=[C:17](Cl)[N:16]=[C:15]([NH2:20])[N:14]=2)[C:10]([CH3:21])=[CH:9][C:8]=1[CH3:22])([CH3:4])([CH3:3])[CH3:2].C(=O)([O-])[O-].[Cs+].[Cs+].[NH2:30][CH2:31][CH2:32][SH:33]. Product: [C:1]([O:5][C:6](=[O:23])[C:7]1[CH:12]=[C:11]([C:13]2[CH:18]=[C:17]([S:33][CH2:32][CH2:31][NH2:30])[N:16]=[C:15]([NH2:20])[N:14]=2)[C:10]([CH3:21])=[CH:9][C:8]=1[CH3:22])([CH3:4])([CH3:3])[CH3:2]. The catalyst class is: 42. (6) Reactant: [CH3:1][C:2]1[N:6]=[C:5]([C:7]2[C:8]3[CH2:26][CH2:25][CH2:24][CH2:23][C:9]=3[S:10][C:11]=2[NH:12][C:13](C2CCCC=2C(O)=O)=[O:14])[O:4][N:3]=1.C(=O)(OC(Cl)(Cl)Cl)OC(Cl)(Cl)Cl. Product: [N:12]([C:11]1[S:10][C:9]2[CH2:23][CH2:24][CH2:25][CH2:26][C:8]=2[C:7]=1[C:5]1[O:4][N:3]=[C:2]([CH3:1])[N:6]=1)=[C:13]=[O:14]. The catalyst class is: 1. (7) Reactant: [Cl:1][C:2]1[S:6][C:5]([CH2:7][CH2:8][S:9]([NH:12][C@H:13]2[CH2:17][CH2:16][N:15]([C@@H:18]([CH3:27])[C:19]([N:21]3[CH2:26][CH2:25][O:24][CH2:23][CH2:22]3)=[O:20])[C:14]2=[O:28])(=[O:11])=[O:10])=[CH:4][CH:3]=1.[C:29](=O)([O-])[O-].[K+].[K+].CI. Product: [Cl:1][C:2]1[S:6][C:5]([CH2:7][CH2:8][S:9]([N:12]([CH3:29])[C@H:13]2[CH2:17][CH2:16][N:15]([C@@H:18]([CH3:27])[C:19]([N:21]3[CH2:22][CH2:23][O:24][CH2:25][CH2:26]3)=[O:20])[C:14]2=[O:28])(=[O:10])=[O:11])=[CH:4][CH:3]=1. The catalyst class is: 3.